This data is from NCI-60 drug combinations with 297,098 pairs across 59 cell lines. The task is: Regression. Given two drug SMILES strings and cell line genomic features, predict the synergy score measuring deviation from expected non-interaction effect. (1) Drug 1: C1=NC2=C(N1)C(=S)N=CN2. Drug 2: C1=NNC2=C1C(=O)NC=N2. Cell line: HT29. Synergy scores: CSS=28.9, Synergy_ZIP=2.15, Synergy_Bliss=3.97, Synergy_Loewe=-10.8, Synergy_HSA=2.57. (2) Drug 1: CNC(=O)C1=NC=CC(=C1)OC2=CC=C(C=C2)NC(=O)NC3=CC(=C(C=C3)Cl)C(F)(F)F. Drug 2: C(CCl)NC(=O)N(CCCl)N=O. Cell line: COLO 205. Synergy scores: CSS=14.5, Synergy_ZIP=-6.67, Synergy_Bliss=-2.69, Synergy_Loewe=2.53, Synergy_HSA=0.745. (3) Drug 1: C1=CC(=CC=C1CCC2=CNC3=C2C(=O)NC(=N3)N)C(=O)NC(CCC(=O)O)C(=O)O. Drug 2: C1CN1P(=S)(N2CC2)N3CC3. Cell line: SW-620. Synergy scores: CSS=39.0, Synergy_ZIP=-1.04, Synergy_Bliss=1.16, Synergy_Loewe=0.371, Synergy_HSA=4.07. (4) Cell line: M14. Drug 1: CN1C(=O)N2C=NC(=C2N=N1)C(=O)N. Drug 2: CC1CCC2CC(C(=CC=CC=CC(CC(C(=O)C(C(C(=CC(C(=O)CC(OC(=O)C3CCCCN3C(=O)C(=O)C1(O2)O)C(C)CC4CCC(C(C4)OC)O)C)C)O)OC)C)C)C)OC. Synergy scores: CSS=16.2, Synergy_ZIP=2.88, Synergy_Bliss=0.774, Synergy_Loewe=-69.6, Synergy_HSA=1.14. (5) Drug 1: C1C(C(OC1N2C=NC3=C2NC=NCC3O)CO)O. Drug 2: C(CCl)NC(=O)N(CCCl)N=O. Cell line: RPMI-8226. Synergy scores: CSS=13.1, Synergy_ZIP=-5.25, Synergy_Bliss=-5.38, Synergy_Loewe=-1.84, Synergy_HSA=-2.15.